This data is from Catalyst prediction with 721,799 reactions and 888 catalyst types from USPTO. The task is: Predict which catalyst facilitates the given reaction. (1) Reactant: [F:1][C:2]([F:33])([F:32])[C:3]1[CH:4]=[C:5]([CH:25]=[C:26]([C:28]([F:31])([F:30])[F:29])[CH:27]=1)[CH2:6][NH:7][C:8]1[N:13]=[CH:12][C:11]([O:14][CH2:15][CH2:16][CH2:17][C:18]([O:20][C:21]([CH3:24])([CH3:23])[CH3:22])=[O:19])=[CH:10][N:9]=1.[H-].[Na+].[Br:36][C:37]1[CH:42]=[C:41]([C:43]([F:46])([F:45])[F:44])[C:40]([O:47][CH3:48])=[CH:39][C:38]=1[CH2:49]Br.O. Product: [F:33][C:2]([F:1])([F:32])[C:3]1[CH:4]=[C:5]([CH:25]=[C:26]([C:28]([F:29])([F:30])[F:31])[CH:27]=1)[CH2:6][N:7]([CH2:49][C:38]1[CH:39]=[C:40]([O:47][CH3:48])[C:41]([C:43]([F:44])([F:46])[F:45])=[CH:42][C:37]=1[Br:36])[C:8]1[N:9]=[CH:10][C:11]([O:14][CH2:15][CH2:16][CH2:17][C:18]([O:20][C:21]([CH3:24])([CH3:23])[CH3:22])=[O:19])=[CH:12][N:13]=1. The catalyst class is: 42. (2) Reactant: Cl[CH2:2][CH2:3][CH2:4][CH2:5][CH2:6][CH2:7][C@@H:8]1[CH2:25][C:24]2[CH:23]=[C:22]([OH:26])[CH:21]=[CH:20][C:19]=2[C@@H:18]2[C@@H:9]1[C@H:10]1[C@@:14]([CH2:16][C@@H:17]2[F:27])([CH3:15])[C:13](=[O:28])[CH2:12][CH2:11]1.[I-:29].[Na+].O. Product: [F:27][C@H:17]1[CH2:16][C@@:14]2([CH3:15])[C@@H:10]([CH2:11][CH2:12][C:13]2=[O:28])[C@H:9]2[C@H:18]1[C:19]1[CH:20]=[CH:21][C:22]([OH:26])=[CH:23][C:24]=1[CH2:25][C@H:8]2[CH2:7][CH2:6][CH2:5][CH2:4][CH2:3][CH2:2][I:29]. The catalyst class is: 311. (3) Reactant: [N:1]12[CH2:9][CH:5]([CH2:6][CH2:7][CH2:8]1)[CH:4]([NH:10][C:11]1[CH:16]=[CH:15][C:14](Br)=[CH:13][N:12]=1)[CH2:3][CH2:2]2.[NH:18]1[C:26]2[C:21](=[CH:22][C:23](B(O)O)=[CH:24][CH:25]=2)[CH:20]=[CH:19]1. Product: [N:1]12[CH2:9][CH:5]([CH2:6][CH2:7][CH2:8]1)[CH:4]([NH:10][C:11]1[CH:16]=[CH:15][C:14]([C:23]3[CH:22]=[C:21]4[C:26](=[CH:25][CH:24]=3)[NH:18][CH:19]=[CH:20]4)=[CH:13][N:12]=1)[CH2:3][CH2:2]2. The catalyst class is: 73. (4) Reactant: C(=O)([O-])[O-].[Cs+].[Cs+].[Cl:7][C:8]1[CH:9]=[CH:10][C:11]([C:15]([F:18])([F:17])[F:16])=[C:12]([OH:14])[CH:13]=1.Br[CH2:20][C:21]([N:23]1[CH2:29][CH2:28][C@H:27]2[CH2:30][N:31]([C:33]([O:35][C:36]([CH3:39])([CH3:38])[CH3:37])=[O:34])[CH2:32][C@H:26]2[CH2:25][CH2:24]1)=[O:22]. Product: [Cl:7][C:8]1[CH:9]=[CH:10][C:11]([C:15]([F:16])([F:17])[F:18])=[C:12]([CH:13]=1)[O:14][CH2:20][C:21]([N:23]1[CH2:24][CH2:25][C@H:26]2[CH2:32][N:31]([C:33]([O:35][C:36]([CH3:39])([CH3:38])[CH3:37])=[O:34])[CH2:30][C@H:27]2[CH2:28][CH2:29]1)=[O:22]. The catalyst class is: 9. (5) Reactant: [CH:1]1([C:4]([NH:6][C:7]2[N:11]([CH2:12][C:13]3[CH:18]=[CH:17][C:16]([O:19][CH3:20])=[CH:15][CH:14]=3)[N:10]=[N:9][C:8]=2[C:21]([NH2:23])=[O:22])=O)[CH2:3][CH2:2]1. Product: [CH:1]1([C:4]2[NH:23][C:21](=[O:22])[C:8]3[N:9]=[N:10][N:11]([CH2:12][C:13]4[CH:18]=[CH:17][C:16]([O:19][CH3:20])=[CH:15][CH:14]=4)[C:7]=3[N:6]=2)[CH2:3][CH2:2]1. The catalyst class is: 6.